This data is from Reaction yield outcomes from USPTO patents with 853,638 reactions. The task is: Predict the reaction yield, written as a fraction of the theoretical maximum amount of product (1.0 means a 100% yield; for example, 0.34 means a 34% yield). The reactants are [CH2:1]([C:4]1[S:29][C:7]2[N:8]=[C:9]([O:25][CH2:26][CH2:27][NH2:28])[N:10]=[C:11]([N:12]3[CH2:17][CH2:16][N:15]4[C:18]([C:21]([F:24])([F:23])[F:22])=[N:19][N:20]=[C:14]4[CH2:13]3)[C:6]=2[CH:5]=1)[CH2:2][CH3:3].[OH:30][CH2:31][C:32](O)=[O:33]. No catalyst specified. The product is [OH:33][CH2:32][C:31]([NH:28][CH2:27][CH2:26][O:25][C:9]1[N:10]=[C:11]([N:12]2[CH2:17][CH2:16][N:15]3[C:18]([C:21]([F:22])([F:24])[F:23])=[N:19][N:20]=[C:14]3[CH2:13]2)[C:6]2[CH:5]=[C:4]([CH2:1][CH2:2][CH3:3])[S:29][C:7]=2[N:8]=1)=[O:30]. The yield is 0.710.